From a dataset of Forward reaction prediction with 1.9M reactions from USPTO patents (1976-2016). Predict the product of the given reaction. Given the reactants [CH3:1][CH:2]([CH3:33])[CH2:3][C@H:4]([NH:25][C:26](=[O:32])[O:27][C:28]([CH3:31])([CH3:30])[CH3:29])[CH2:5][O:6][C:7]1[C:8]([CH:23]=[CH2:24])=[CH:9][C:10]2[C:19]3[C:14](=[CH:15][N:16]=[CH:17][CH:18]=3)[C:13](=[O:20])[N:12]([CH3:21])[C:11]=2[CH:22]=1.[H][H], predict the reaction product. The product is: [CH2:23]([C:8]1[C:7]([O:6][CH2:5][C@@H:4]([NH:25][C:26](=[O:32])[O:27][C:28]([CH3:29])([CH3:30])[CH3:31])[CH2:3][CH:2]([CH3:1])[CH3:33])=[CH:22][C:11]2[N:12]([CH3:21])[C:13](=[O:20])[C:14]3[C:19]([C:10]=2[CH:9]=1)=[CH:18][CH:17]=[N:16][CH:15]=3)[CH3:24].